Task: Predict the reactants needed to synthesize the given product.. Dataset: Full USPTO retrosynthesis dataset with 1.9M reactions from patents (1976-2016) (1) Given the product [NH:13]1[CH2:14][CH:11]([C:3]2[N:2]([CH3:1])[C:6]3[CH:7]=[CH:8][CH:9]=[CH:10][C:5]=3[N:4]=2)[CH2:12]1, predict the reactants needed to synthesize it. The reactants are: [CH3:1][N:2]1[C:6]2[CH:7]=[CH:8][CH:9]=[CH:10][C:5]=2[N:4]=[C:3]1[CH:11]1[CH2:14][N:13](C(OCC2C=CC=CC=2)=O)[CH2:12]1.[H][H]. (2) Given the product [C:1]([N:5]1[C:9]([C:10]2[CH:15]=[CH:14][C:13]([F:16])=[CH:12][CH:11]=2)=[CH:8][C:7]([CH2:17][CH2:18][CH2:19][N:30]2[CH2:31][CH2:32][N:27]([C:21]3[CH:26]=[CH:25][CH:24]=[CH:23][CH:22]=3)[CH2:28][CH2:29]2)=[N:6]1)([CH3:4])([CH3:3])[CH3:2], predict the reactants needed to synthesize it. The reactants are: [C:1]([N:5]1[C:9]([C:10]2[CH:15]=[CH:14][C:13]([F:16])=[CH:12][CH:11]=2)=[CH:8][C:7]([CH2:17][CH2:18][CH:19]=O)=[N:6]1)([CH3:4])([CH3:3])[CH3:2].[C:21]1([N:27]2[CH2:32][CH2:31][NH:30][CH2:29][CH2:28]2)[CH:26]=[CH:25][CH:24]=[CH:23][CH:22]=1.CCN(C(C)C)C(C)C.[BH-](OC(C)=O)(OC(C)=O)OC(C)=O.[Na+].